Dataset: Forward reaction prediction with 1.9M reactions from USPTO patents (1976-2016). Task: Predict the product of the given reaction. (1) Given the reactants [NH:1]1[CH2:5][C:4](=O)[CH2:3][C:2]1=[O:7].[C:8]1([NH2:15])[CH:13]=[CH:12][CH:11]=[CH:10][C:9]=1[NH2:14], predict the reaction product. The product is: [NH2:14][C:9]1[CH:10]=[CH:11][CH:12]=[CH:13][C:8]=1[NH:15][C:4]1[CH2:5][NH:1][C:2](=[O:7])[CH:3]=1. (2) Given the reactants [CH2:1]([O:8][C:9]1[CH:14]=[CH:13][C:12]([C:15]2[N:16]([CH2:21][CH2:22][C:23]3[CH:28]=[CH:27][C:26]([OH:29])=[CH:25][CH:24]=3)[C:17]([CH3:20])=[CH:18][CH:19]=2)=[CH:11][CH:10]=1)[C:2]1[CH:7]=[CH:6][CH:5]=[CH:4][CH:3]=1.[CH2:30]([CH:35]1[CH2:40][CH2:39][CH:38]([CH2:41]O)[CH2:37][CH2:36]1)[CH2:31][CH2:32][CH2:33][CH3:34].C1(P(C2C=CC=CC=2)C2C=CC=CC=2)C=CC=CC=1.N(C(N1CCCCC1)=O)=NC(N1CCCCC1)=O, predict the reaction product. The product is: [CH2:1]([O:8][C:9]1[CH:14]=[CH:13][C:12]([C:15]2[N:16]([CH2:21][CH2:22][C:23]3[CH:28]=[CH:27][C:26]([O:29][CH2:41][CH:38]4[CH2:39][CH2:40][CH:35]([CH2:30][CH2:31][CH2:32][CH2:33][CH3:34])[CH2:36][CH2:37]4)=[CH:25][CH:24]=3)[C:17]([CH3:20])=[CH:18][CH:19]=2)=[CH:11][CH:10]=1)[C:2]1[CH:3]=[CH:4][CH:5]=[CH:6][CH:7]=1. (3) Given the reactants [F:1][C:2]1[CH:7]=[CH:6][CH:5]=[CH:4][C:3]=1[N:8]1[C:16]2[C:11](=[C:12]([N:17]3[CH2:21][CH2:20][N:19]([CH2:22][C:23]([O:25]C(C)(C)C)=[O:24])[C:18]3=[O:30])[CH:13]=[CH:14][CH:15]=2)[CH:10]=[N:9]1.FC(F)(F)C(O)=O, predict the reaction product. The product is: [F:1][C:2]1[CH:7]=[CH:6][CH:5]=[CH:4][C:3]=1[N:8]1[C:16]2[C:11](=[C:12]([N:17]3[CH2:21][CH2:20][N:19]([CH2:22][C:23]([OH:25])=[O:24])[C:18]3=[O:30])[CH:13]=[CH:14][CH:15]=2)[CH:10]=[N:9]1. (4) Given the reactants [CH2:1]([N:3]([CH3:11])[C:4]([N:6]1[CH:10]=[CH:9][N:8]=[CH:7]1)=[O:5])[CH3:2].[CH3:12][I:13], predict the reaction product. The product is: [I-:13].[CH2:1]([N:3]([C:4]([NH+:6]1[CH:10]=[CH:9][N:8]([CH3:12])[CH2:7]1)=[O:5])[CH3:11])[CH3:2]. (5) Given the reactants C(OP(C[C:10]1[CH:15]=[CH:14][C:13]([NH:16][C:17]2[N:22]=[C:21]([Cl:23])[C:20]([C:24]([F:27])([F:26])[F:25])=[CH:19][N:18]=2)=[CH:12][CH:11]=1)(=O)OCC)C.ClC1N=C(Cl)C(C(F)(F)F)=CN=1.[CH2:40]([P:43](C1C=CC(N)=CC=1)([CH2:45][CH2:46][CH3:47])=[O:44])[CH2:41][CH3:42], predict the reaction product. The product is: [Cl:23][C:21]1[C:20]([C:24]([F:25])([F:26])[F:27])=[CH:19][N:18]=[C:17]([NH:16][C:13]2[CH:12]=[CH:11][C:10]([P:43]([CH2:45][CH2:46][CH3:47])([CH2:40][CH2:41][CH3:42])=[O:44])=[CH:15][CH:14]=2)[N:22]=1. (6) Given the reactants [C:1]([O:5][C:6](=[O:23])[NH:7][CH:8]1[CH2:13][CH2:12][N:11]([C:14]([C:16]2[CH:17]=[N:18][C:19](Cl)=[CH:20][CH:21]=2)=[O:15])[CH2:10][CH2:9]1)([CH3:4])([CH3:3])[CH3:2].[NH:24]1[CH2:28][CH2:27][CH2:26][CH2:25]1, predict the reaction product. The product is: [C:1]([O:5][C:6](=[O:23])[NH:7][CH:8]1[CH2:13][CH2:12][N:11]([C:14]([C:16]2[CH:17]=[N:18][C:19]([N:24]3[CH2:28][CH2:27][CH2:26][CH2:25]3)=[CH:20][CH:21]=2)=[O:15])[CH2:10][CH2:9]1)([CH3:4])([CH3:3])[CH3:2]. (7) Given the reactants C[O-].[Na+].C([O:6][C:7]([C:9]1[CH:13]=[C:12]([C:14]2[CH:19]=[CH:18][C:17]([Cl:20])=[CH:16][N:15]=2)[N:11]([C:21]2[CH:22]=[N:23][CH:24]=[CH:25][CH:26]=2)[N:10]=1)=[O:8])C, predict the reaction product. The product is: [Cl:20][C:17]1[CH:18]=[CH:19][C:14]([C:12]2[N:11]([C:21]3[CH:22]=[N:23][CH:24]=[CH:25][CH:26]=3)[N:10]=[C:9]([C:7]([OH:8])=[O:6])[CH:13]=2)=[N:15][CH:16]=1.